This data is from Forward reaction prediction with 1.9M reactions from USPTO patents (1976-2016). The task is: Predict the product of the given reaction. Given the reactants [Cl:1][C:2]1[CH:3]=[C:4]([C:8]2[CH:9]=[C:10]([OH:21])[C:11]([C:14]([NH:16][CH2:17][C:18]([OH:20])=O)=[O:15])=[N:12][CH:13]=2)[CH:5]=[CH:6][CH:7]=1.[CH:22]([N:25](C(C)C)[CH2:26]C)(C)C.CN(C)CCCN=C=NCC.CNC, predict the reaction product. The product is: [Cl:1][C:2]1[CH:3]=[C:4]([C:8]2[CH:9]=[C:10]([OH:21])[C:11]([C:14]([NH:16][CH2:17][C:18]([N:25]([CH3:26])[CH3:22])=[O:20])=[O:15])=[N:12][CH:13]=2)[CH:5]=[CH:6][CH:7]=1.